Dataset: Full USPTO retrosynthesis dataset with 1.9M reactions from patents (1976-2016). Task: Predict the reactants needed to synthesize the given product. (1) Given the product [CH3:1][O:2][C:3]1[CH:4]=[C:5]2[C:10](=[CH:11][C:12]=1[O:13][CH3:14])[N:9]=[CH:8][CH:7]=[C:6]2[O:15][C:16]1[CH:17]=[CH:18][C:19]([O:22][CH2:32][CH2:31][CH2:30][O:39][C:40]2[CH:41]=[CH:42][CH:43]=[CH:44][C:45]=2[CH3:56])=[CH:20][CH:21]=1, predict the reactants needed to synthesize it. The reactants are: [CH3:1][O:2][C:3]1[CH:4]=[C:5]2[C:10](=[CH:11][C:12]=1[O:13][CH3:14])[N:9]=[CH:8][CH:7]=[C:6]2[O:15][C:16]1[CH:21]=[CH:20][C:19]([OH:22])=[CH:18][CH:17]=1.[H-].[Na+].COC1C=C2C(=CC=1OC)N=[CH:32][CH:31]=[C:30]2[O:39][C:40]1[CH:45]=[CH:44][C:43](NC(NC2CCNCC2)=O)=[CH:42][CH:41]=1.[C:56](=O)([O-])O.[Na+]. (2) The reactants are: [CH2:1]([C:3]1[CH:4]=[C:5]([CH:21]2[CH2:26][CH2:25][N:24](C(OC(C)(C)C)=O)[CH2:23][CH2:22]2)[CH:6]=[CH:7][C:8]=1[N:9]([CH3:20])[C:10]1[N:15]=[CH:14][C:13]2[N:16]=[CH:17][N:18]([CH3:19])[C:12]=2[CH:11]=1)[CH3:2].FC(F)(F)C(O)=O. Given the product [CH2:1]([C:3]1[CH:4]=[C:5]([CH:21]2[CH2:26][CH2:25][NH:24][CH2:23][CH2:22]2)[CH:6]=[CH:7][C:8]=1[N:9]([CH3:20])[C:10]1[N:15]=[CH:14][C:13]2[N:16]=[CH:17][N:18]([CH3:19])[C:12]=2[CH:11]=1)[CH3:2], predict the reactants needed to synthesize it. (3) Given the product [C:1]([C:4]1[C:12]2[C:7](=[CH:8][CH:9]=[C:10]([C:30]3[CH:35]=[CH:34][N:33]=[N:32][CH:31]=3)[CH:11]=2)[N:6]([CH2:14][C:15]([O:17][C:18]([CH3:21])([CH3:20])[CH3:19])=[O:16])[CH:5]=1)(=[O:3])[CH3:2], predict the reactants needed to synthesize it. The reactants are: [C:1]([C:4]1[C:12]2[C:7](=[CH:8][CH:9]=[C:10](Br)[CH:11]=2)[N:6]([CH2:14][C:15]([O:17][C:18]([CH3:21])([CH3:20])[CH3:19])=[O:16])[CH:5]=1)(=[O:3])[CH3:2].CC1(C)C(C)(C)OB([C:30]2[CH:35]=[CH:34][N:33]=[N:32][CH:31]=2)O1.C(=O)([O-])[O-].[Cs+].[Cs+].CN(C=O)C. (4) Given the product [NH2:1][C:2]1[C:3]2[N:4]([C:8]([N:30]3[CH2:35][CH2:34][CH2:33][CH:32]([C:36]([NH:42][CH:39]([CH3:41])[CH3:40])=[O:38])[CH2:31]3)=[N:9][C:10]=2[C:11]2[CH:16]=[CH:15][C:14]([C:17](=[O:29])[NH:18][C:19]3[CH:24]=[C:23]([C:25]([F:28])([F:27])[F:26])[CH:22]=[CH:21][N:20]=3)=[CH:13][CH:12]=2)[CH:5]=[CH:6][N:7]=1, predict the reactants needed to synthesize it. The reactants are: [NH2:1][C:2]1[C:3]2[N:4]([C:8]([N:30]3[CH2:35][CH2:34][CH2:33][CH:32]([C:36]([OH:38])=O)[CH2:31]3)=[N:9][C:10]=2[C:11]2[CH:16]=[CH:15][C:14]([C:17](=[O:29])[NH:18][C:19]3[CH:24]=[C:23]([C:25]([F:28])([F:27])[F:26])[CH:22]=[CH:21][N:20]=3)=[CH:13][CH:12]=2)[CH:5]=[CH:6][N:7]=1.[CH:39]([NH2:42])([CH3:41])[CH3:40].CN(C(ON1N=NC2C=CC=NC1=2)=[N+](C)C)C.F[P-](F)(F)(F)(F)F.